From a dataset of Forward reaction prediction with 1.9M reactions from USPTO patents (1976-2016). Predict the product of the given reaction. (1) Given the reactants OC1C=CC(C(C2C=CC=CC=2)=O)=CC=1.BrCCCCl.C(=O)([O-])[O-].[K+].[K+].Cl[CH2:28][CH2:29][CH2:30][O:31][C:32]1[CH:45]=[CH:44][C:35]([C:36]([C:38]2[CH:43]=[CH:42][CH:41]=[CH:40][CH:39]=2)=[O:37])=[CH:34][CH:33]=1.C(C1C=CC(OCCCOC2C=CC(C(=O)C3C=CC=CC=3)=CC=2)=CC=1)(=O)C1C=CC=CC=1.[NH:79]([CH2:83][CH2:84][OH:85])[CH2:80][CH2:81][OH:82].[I-].[Na+], predict the reaction product. The product is: [OH:82][CH2:81][CH2:80][N:79]([CH2:83][CH2:84][OH:85])[CH2:28][CH2:29][CH2:30][O:31][C:32]1[CH:45]=[CH:44][C:35]([C:36]([C:38]2[CH:43]=[CH:42][CH:41]=[CH:40][CH:39]=2)=[O:37])=[CH:34][CH:33]=1. (2) The product is: [C:27]([CH2:26][O:25][C:21]1[CH:20]=[C:19]([NH:18][C:17]([CH2:16][O:15][C:13]2[C:12]3[C:7](=[CH:8][C:9]([Cl:34])=[CH:10][C:11]=3[Cl:33])[CH:6]=[C:5]([C:3]([OH:4])=[O:2])[CH:14]=2)=[O:32])[CH:24]=[CH:23][CH:22]=1)([OH:29])=[O:28]. Given the reactants C[O:2][C:3]([C:5]1[CH:14]=[C:13]([O:15][CH2:16][C:17](=[O:32])[NH:18][C:19]2[CH:24]=[CH:23][CH:22]=[C:21]([O:25][CH2:26][C:27]([O:29]CC)=[O:28])[CH:20]=2)[C:12]2[C:7](=[CH:8][C:9]([Cl:34])=[CH:10][C:11]=2[Cl:33])[CH:6]=1)=[O:4].[OH-].[Na+], predict the reaction product. (3) Given the reactants [CH2:1]([N:3]1CN(C)C[N:5]([C:10]2[S:11][C:12]3[C:18]([C:19]4[CH:24]=[C:23]([CH2:25][N:26]5[CH2:29][C:28]([OH:31])([CH3:30])[CH2:27]5)[CH:22]=[CH:21][N:20]=4)=[CH:17][C:16]([C:32]4[CH:33]=[N:34][C:35]([C:38]([OH:41])([CH3:40])[CH3:39])=[N:36][CH:37]=4)=[CH:15][C:13]=3[N:14]=2)[C:4]1=[O:42])[CH3:2].Cl, predict the reaction product. The product is: [CH2:1]([NH:3][C:4]([NH:5][C:10]1[S:11][C:12]2[C:18]([C:19]3[CH:24]=[C:23]([CH2:25][N:26]4[CH2:27][C:28]([OH:31])([CH3:30])[CH2:29]4)[CH:22]=[CH:21][N:20]=3)=[CH:17][C:16]([C:32]3[CH:33]=[N:34][C:35]([C:38]([OH:41])([CH3:40])[CH3:39])=[N:36][CH:37]=3)=[CH:15][C:13]=2[N:14]=1)=[O:42])[CH3:2].